This data is from Catalyst prediction with 721,799 reactions and 888 catalyst types from USPTO. The task is: Predict which catalyst facilitates the given reaction. Reactant: [F:1][C:2]([F:42])([F:41])[C:3]([C:30]1[NH:34][C:33]2[CH:35]=[CH:36][C:37]([C:39]#[N:40])=[CH:38][C:32]=2[N:31]=1)([O:28][CH3:29])[C:4]1[C:12]([S:13]([CH3:16])(=[O:15])=[O:14])=[CH:11][C:10]([CH3:17])=[C:9]2[C:5]=1[CH:6]=[CH:7][N:8]2S(C1C=CC(C)=CC=1)(=O)=O.[O-]CC.[Na+]. The catalyst class is: 14. Product: [F:42][C:2]([F:1])([F:41])[C:3]([C:30]1[NH:34][C:33]2[CH:35]=[CH:36][C:37]([C:39]#[N:40])=[CH:38][C:32]=2[N:31]=1)([O:28][CH3:29])[C:4]1[C:12]([S:13]([CH3:16])(=[O:15])=[O:14])=[CH:11][C:10]([CH3:17])=[C:9]2[C:5]=1[CH:6]=[CH:7][NH:8]2.